Predict the reactants needed to synthesize the given product. From a dataset of Full USPTO retrosynthesis dataset with 1.9M reactions from patents (1976-2016). (1) Given the product [N+:12]([C:15]1[CH:20]=[C:19]([C:21]([F:22])([F:23])[F:24])[CH:18]=[CH:17][C:16]=1[S:25]([NH:1][C:2]1[CH:3]=[CH:4][CH:5]=[C:6]2[C:11]=1[N:10]=[CH:9][CH:8]=[CH:7]2)(=[O:27])=[O:26])([O-:14])=[O:13], predict the reactants needed to synthesize it. The reactants are: [NH2:1][C:2]1[CH:3]=[CH:4][CH:5]=[C:6]2[C:11]=1[N:10]=[CH:9][CH:8]=[CH:7]2.[N+:12]([C:15]1[CH:20]=[C:19]([C:21]([F:24])([F:23])[F:22])[CH:18]=[CH:17][C:16]=1[S:25](Cl)(=[O:27])=[O:26])([O-:14])=[O:13]. (2) Given the product [N:4]([C:3]1[CH:5]=[CH:6][C:7]([N+:9]([O-:11])=[O:10])=[CH:8][C:2]=1[CH3:1])=[C:13]=[O:12], predict the reactants needed to synthesize it. The reactants are: [CH3:1][C:2]1[CH:8]=[C:7]([N+:9]([O-:11])=[O:10])[CH:6]=[CH:5][C:3]=1[NH2:4].[O:12]=[C:13](Cl)OC(Cl)(Cl)Cl. (3) The reactants are: [OH:1][CH:2]1[CH2:7][CH2:6][NH:5][CH2:4][CH2:3]1.C([O-])([O-])=O.[Na+].[Na+].[CH3:14][C:15]([O:18][C:19](O[C:19]([O:18][C:15]([CH3:17])([CH3:16])[CH3:14])=[O:20])=[O:20])([CH3:17])[CH3:16]. Given the product [OH:1][CH:2]1[CH2:7][CH2:6][N:5]([C:19]([O:18][C:15]([CH3:17])([CH3:16])[CH3:14])=[O:20])[CH2:4][CH2:3]1, predict the reactants needed to synthesize it. (4) Given the product [NH2:1][C:4]1[CH:9]=[CH:8][C:7]([CH2:10][CH2:11][CH2:12][CH2:13][C:14]2[CH:15]=[CH:16][C:17]([CH2:20][C:21]([O:23][CH3:24])=[O:22])=[CH:18][CH:19]=2)=[CH:6][CH:5]=1, predict the reactants needed to synthesize it. The reactants are: [N+:1]([C:4]1[CH:9]=[CH:8][C:7]([C:10]#[C:11][CH2:12][CH2:13][C:14]2[CH:19]=[CH:18][C:17]([CH2:20][C:21]([O:23][CH3:24])=[O:22])=[CH:16][CH:15]=2)=[CH:6][CH:5]=1)([O-])=O. (5) Given the product [OH:2][C:3]1[CH:8]=[CH:7][C:6]([C:9]([F:10])([F:11])[F:12])=[CH:5][C:4]=1[C:13](=[O:15])[CH3:14], predict the reactants needed to synthesize it. The reactants are: C[O:2][C:3]1[CH:8]=[CH:7][C:6]([C:9]([F:12])([F:11])[F:10])=[CH:5][C:4]=1[C:13](=[O:15])[CH3:14].B(Br)(Br)Br.